From a dataset of Catalyst prediction with 721,799 reactions and 888 catalyst types from USPTO. Predict which catalyst facilitates the given reaction. (1) Reactant: C[O:2][C:3](=[O:28])[C@@H:4]([N:12]1[CH2:16][C:15]([O:17][C:18]2[CH:23]=[CH:22][CH:21]=[CH:20][C:19]=2[CH2:24][CH2:25][CH3:26])=[CH:14][C:13]1=[O:27])[CH2:5][CH:6]1[CH2:11][CH2:10][CH2:9][CH2:8][CH2:7]1.[OH-].[Li+]. Product: [CH:6]1([CH2:5][C@H:4]([N:12]2[CH2:16][C:15]([O:17][C:18]3[CH:23]=[CH:22][CH:21]=[CH:20][C:19]=3[CH2:24][CH2:25][CH3:26])=[CH:14][C:13]2=[O:27])[C:3]([OH:28])=[O:2])[CH2:11][CH2:10][CH2:9][CH2:8][CH2:7]1. The catalyst class is: 30. (2) Reactant: C(NC(C)C)(C)C.[Li]CCCC.[CH3:13][N:14]1[C:18]2=[C:19]3[CH:25]=[CH:24][N:23]([S:26]([C:29]4[CH:35]=[CH:34][C:32]([CH3:33])=[CH:31][CH:30]=4)(=[O:28])=[O:27])[C:20]3=[N:21][CH:22]=[C:17]2[CH:16]=[N:15]1.[I:36]I. Product: [I:36][C:24]1[N:23]([S:26]([C:29]2[CH:35]=[CH:34][C:32]([CH3:33])=[CH:31][CH:30]=2)(=[O:27])=[O:28])[C:20]2=[N:21][CH:22]=[C:17]3[CH:16]=[N:15][N:14]([CH3:13])[C:18]3=[C:19]2[CH:25]=1. The catalyst class is: 20. (3) Reactant: [CH3:1][O:2][C:3]([C:5]1[CH:6]=[C:7]2[C:11](=[CH:12][CH:13]=1)[CH2:10][N:9](CC1C=CC=CC=1)[CH2:8]2)=[O:4].C([O-])(O)=O.[Na+].[CH2:26]([O:33][C:34](Cl)=[O:35])[C:27]1[CH:32]=[CH:31][CH:30]=[CH:29][CH:28]=1.O. Product: [CH3:1][O:2][C:3]([C:5]1[CH:6]=[C:7]2[C:11](=[CH:12][CH:13]=1)[CH2:10][N:9]([C:34]([O:33][CH2:26][C:27]1[CH:32]=[CH:31][CH:30]=[CH:29][CH:28]=1)=[O:35])[CH2:8]2)=[O:4]. The catalyst class is: 2. (4) The catalyst class is: 46. Product: [C:19]([C:13]1[CH:12]=[C:11]([N:10]=[C:6]=[S:7])[CH:18]=[CH:17][C:14]=1[C:15]#[N:16])([CH3:22])([CH3:20])[CH3:21]. Reactant: C(=O)([O-])[O-].[Ca+2].[C:6](Cl)(Cl)=[S:7].[NH2:10][C:11]1[CH:18]=[CH:17][C:14]([C:15]#[N:16])=[C:13]([C:19]([CH3:22])([CH3:21])[CH3:20])[CH:12]=1.Cl.